Dataset: Reaction yield outcomes from USPTO patents with 853,638 reactions. Task: Predict the reaction yield, written as a fraction of the theoretical maximum amount of product (1.0 means a 100% yield; for example, 0.34 means a 34% yield). (1) The reactants are [Cl:1][C:2]1[CH:6]=[N:5][N:4]([CH3:7])[C:3]=1[C:8]1[CH:9]=[C:10]([NH2:23])[CH:11]=[CH:12][C:13]=1[O:14][CH2:15][CH2:16][N:17]1[CH2:22][CH2:21][O:20][CH2:19][CH2:18]1.[Cl:24][C:25]1[S:29][C:28]([C:30](O)=[O:31])=[CH:27][CH:26]=1.CN(C(ON1N=NC2C=CC=NC1=2)=[N+](C)C)C.F[P-](F)(F)(F)(F)F.CCN(C(C)C)C(C)C. The catalyst is CN(C=O)C. The product is [Cl:1][C:2]1[CH:6]=[N:5][N:4]([CH3:7])[C:3]=1[C:8]1[CH:9]=[C:10]([NH:23][C:30]([C:28]2[S:29][C:25]([Cl:24])=[CH:26][CH:27]=2)=[O:31])[CH:11]=[CH:12][C:13]=1[O:14][CH2:15][CH2:16][N:17]1[CH2:18][CH2:19][O:20][CH2:21][CH2:22]1. The yield is 0.151. (2) The reactants are [C:1]([O:5][C:6]([N:8]1[CH2:13][CH2:12][N:11]([C:14]([O:16][C:17]([CH3:20])([CH3:19])[CH3:18])=[O:15])[CH2:10][CH:9]1[C:21]([OH:23])=O)=[O:7])([CH3:4])([CH3:3])[CH3:2].[F:24][C:25]1[CH:26]=[CH:27][C:28]([NH:31][NH2:32])=[N:29][CH:30]=1.CCN(CC)CC.C1C=CC2N(O)N=NC=2C=1.O.C(Cl)CCl. The catalyst is C(Cl)Cl. The product is [C:1]([O:5][C:6]([N:8]1[CH2:13][CH2:12][N:11]([C:14]([O:16][C:17]([CH3:18])([CH3:20])[CH3:19])=[O:15])[CH2:10][CH:9]1[C:21]([NH:32][NH:31][C:28]1[CH:27]=[CH:26][C:25]([F:24])=[CH:30][N:29]=1)=[O:23])=[O:7])([CH3:4])([CH3:2])[CH3:3]. The yield is 0.630. (3) The reactants are [CH3:1][C:2]1[NH:3][C:4]2[C:9]([C:10]=1[C:11]([C:13]1[N:17]([CH2:18][CH2:19][CH3:20])[C:16]3[S:21][CH:22]=[CH:23][C:15]=3[CH:14]=1)=[O:12])=[CH:8][CH:7]=[CH:6][CH:5]=2.[OH-].[K+].I[CH2:27][CH2:28][CH2:29][CH2:30][CH3:31]. The catalyst is CN(C=O)C. The product is [CH3:1][C:2]1[N:3]([CH2:27][CH2:28][CH2:29][CH2:30][CH3:31])[C:4]2[C:9]([C:10]=1[C:11]([C:13]1[N:17]([CH2:18][CH2:19][CH3:20])[C:16]3[S:21][CH:22]=[CH:23][C:15]=3[CH:14]=1)=[O:12])=[CH:8][CH:7]=[CH:6][CH:5]=2. The yield is 0.300. (4) The reactants are [Cl:1][C:2]1[CH:3]=[C:4]([C:10]2[CH:22]=[CH:21][C:13]([C:14]([NH:16][S:17]([CH3:20])(=[O:19])=[O:18])=[O:15])=[CH:12][C:11]=2[O:23][CH3:24])[CH:5]=[N:6][C:7]=1[CH2:8][OH:9].C(N(C(C)C)CC)(C)C.[C:34]1([CH3:44])[CH:39]=[CH:38][C:37]([S:40](Cl)(=[O:42])=[O:41])=[CH:36][CH:35]=1. The catalyst is ClCCl. The product is [CH3:44][C:34]1[CH:39]=[CH:38][C:37]([S:40]([O:9][CH2:8][C:7]2[C:2]([Cl:1])=[CH:3][C:4]([C:10]3[CH:22]=[CH:21][C:13]([C:14](=[O:15])[NH:16][S:17]([CH3:20])(=[O:19])=[O:18])=[CH:12][C:11]=3[O:23][CH3:24])=[CH:5][N:6]=2)(=[O:42])=[O:41])=[CH:36][CH:35]=1. The yield is 0.990. (5) The reactants are [NH2:1][C:2]1[N:7]([CH2:8][CH2:9][CH3:10])[C:6](=[O:11])[N:5]([CH2:12][CH2:13][CH3:14])[C:4](=[O:15])[C:3]=1[NH:16][C:17]([C:19]12[CH2:26][C:23]([CH2:27][OH:28])([CH2:24][CH2:25]1)[CH2:22][CH2:21][CH2:20]2)=O. The product is [OH:28][CH2:27][C:23]12[CH2:26][C:19]([C:17]3[NH:16][C:3]4[C:4](=[O:15])[N:5]([CH2:12][CH2:13][CH3:14])[C:6](=[O:11])[N:7]([CH2:8][CH2:9][CH3:10])[C:2]=4[N:1]=3)([CH2:25][CH2:24]1)[CH2:20][CH2:21][CH2:22]2. The yield is 0.400. The catalyst is [OH-].[Na+].CO.